From a dataset of Full USPTO retrosynthesis dataset with 1.9M reactions from patents (1976-2016). Predict the reactants needed to synthesize the given product. (1) The reactants are: [NH2:1][C:2]1[CH:10]=[CH:9][C:8]([Cl:11])=[CH:7][C:3]=1[C:4](O)=[O:5].Cl.[CH3:13][NH:14][O:15][CH3:16].C1C=CC2N(O)N=NC=2C=1.CCN=C=NCCCN(C)C. Given the product [NH2:1][C:2]1[CH:10]=[CH:9][C:8]([Cl:11])=[CH:7][C:3]=1[C:4]([N:14]([O:15][CH3:16])[CH3:13])=[O:5], predict the reactants needed to synthesize it. (2) Given the product [CH3:4][O:5][CH2:6][O:7][C:8]1[CH:9]=[CH:10][C:11]([C:14]2[C:18]([C:19]3[CH:20]=[CH:21][CH:22]=[CH:23][CH:24]=3)=[C:17]([C:25]3([CH2:28][S:2][CH3:1])[CH2:26][CH2:27]3)[O:16][N:15]=2)=[CH:12][CH:13]=1, predict the reactants needed to synthesize it. The reactants are: [CH3:1][S-:2].[Na+].[CH3:4][O:5][CH2:6][O:7][C:8]1[CH:13]=[CH:12][C:11]([C:14]2[C:18]([C:19]3[CH:24]=[CH:23][CH:22]=[CH:21][CH:20]=3)=[C:17]([C:25]3([CH2:28]OS(C)(=O)=O)[CH2:27][CH2:26]3)[O:16][N:15]=2)=[CH:10][CH:9]=1. (3) Given the product [CH:24]1([CH2:23][N:20]2[CH:19]=[N:18][C:17]3[C:21]2=[N:22][C:14]([C:38]2[CH:37]=[N:36][C:35]([NH:34][CH3:33])=[N:40][CH:39]=2)=[N:15][C:16]=3[N:27]2[CH2:32][CH2:31][O:30][CH2:29][CH2:28]2)[CH2:26][CH2:25]1, predict the reactants needed to synthesize it. The reactants are: C(=O)([O-])[O-].[Na+].[Na+].O1CCOCC1.Cl[C:14]1[N:22]=[C:21]2[C:17]([N:18]=[CH:19][N:20]2[CH2:23][CH:24]2[CH2:26][CH2:25]2)=[C:16]([N:27]2[CH2:32][CH2:31][O:30][CH2:29][CH2:28]2)[N:15]=1.[CH3:33][NH:34][C:35]1[N:40]=[CH:39][C:38](B2OC(C)(C)C(C)(C)O2)=[CH:37][N:36]=1. (4) Given the product [OH:8][CH2:9][CH2:10][N:11]([CH:42]([CH3:44])[CH3:43])[C:12]([C:14]1[C:19]([O:20][CH2:21][C:22]2[CH:27]=[CH:26][CH:25]=[CH:24][CH:23]=2)=[C:18]([OH:28])[N:17]=[C:16]([CH2:29][C:30]2([C:35]3[CH:40]=[CH:39][C:38]([Br:41])=[CH:37][CH:36]=3)[CH2:34][CH2:33][CH2:32][CH2:31]2)[N:15]=1)=[O:13], predict the reactants needed to synthesize it. The reactants are: [Si]([O:8][CH2:9][CH2:10][N:11]([CH:42]([CH3:44])[CH3:43])[C:12]([C:14]1[C:19]([O:20][CH2:21][C:22]2[CH:27]=[CH:26][CH:25]=[CH:24][CH:23]=2)=[C:18]([OH:28])[N:17]=[C:16]([CH2:29][C:30]2([C:35]3[CH:40]=[CH:39][C:38]([Br:41])=[CH:37][CH:36]=3)[CH2:34][CH2:33][CH2:32][CH2:31]2)[N:15]=1)=[O:13])(C(C)(C)C)(C)C.Cl. (5) The reactants are: [Cl:1][C:2]1[C:11]([OH:12])=[CH:10][CH:9]=[C:8]2[C:3]=1[CH:4]=[N:5][C:6]([NH:13][C:14]1[CH:19]=[CH:18][C:17]([C:20]([N:22]3[CH2:27][CH2:26][O:25][CH2:24][CH2:23]3)=[O:21])=[CH:16][CH:15]=1)=[N:7]2.C1([O:34][S:35]([C:38]([F:41])([F:40])[F:39])(=O)=[O:36])C=CC=CC=1.CCN(C(C)C)C(C)C. Given the product [F:39][C:38]([F:41])([F:40])[S:35]([O:12][C:11]1[C:2]([Cl:1])=[C:3]2[C:8](=[CH:9][CH:10]=1)[N:7]=[C:6]([NH:13][C:14]1[CH:19]=[CH:18][C:17]([C:20]([N:22]3[CH2:27][CH2:26][O:25][CH2:24][CH2:23]3)=[O:21])=[CH:16][CH:15]=1)[N:5]=[CH:4]2)(=[O:36])=[O:34], predict the reactants needed to synthesize it. (6) Given the product [Cl:17][S:18]([C:27]1[C:23]([F:22])=[C:24]([C:29]([O:31][CH2:32][CH3:33])=[O:30])[N:25]([CH3:28])[CH:26]=1)(=[O:21])=[O:19], predict the reactants needed to synthesize it. The reactants are: [H-].[Na+].FC1C=CNC=1C(OCC)=O.IC.Cl.[Cl:17][S:18]([OH:21])(=O)=[O:19].[F:22][C:23]1[CH:27]=[CH:26][N:25]([CH3:28])[C:24]=1[C:29]([O:31][CH2:32][CH3:33])=[O:30].C(OC(C1N(C)C=C(S(O)(=O)=O)C=1F)=O)C.O=S(Cl)Cl.